Dataset: Full USPTO retrosynthesis dataset with 1.9M reactions from patents (1976-2016). Task: Predict the reactants needed to synthesize the given product. (1) Given the product [F:34][C:19]1[CH:20]=[C:21]([NH:24][C:25]([CH:27]2[CH2:31][CH2:30][N:29]([CH3:32])[C:28]2=[O:33])=[O:26])[CH:22]=[CH:23][C:18]=1[O:17][C:16]1[CH:15]=[CH:14][N:13]=[C:12]2[N:8]([CH2:7][C:6]3[CH:36]=[CH:37][C:3]([O:2][CH3:1])=[CH:4][CH:5]=3)[N:9]=[C:10]([C:45]3[CH:46]=[CH:47][C:42]([C:40](=[O:41])[NH:39][CH3:38])=[CH:43][CH:44]=3)[C:11]=12, predict the reactants needed to synthesize it. The reactants are: [CH3:1][O:2][C:3]1[CH:37]=[CH:36][C:6]([CH2:7][N:8]2[C:12]3=[N:13][CH:14]=[CH:15][C:16]([O:17][C:18]4[CH:23]=[CH:22][C:21]([NH:24][C:25]([CH:27]5[CH2:31][CH2:30][N:29]([CH3:32])[C:28]5=[O:33])=[O:26])=[CH:20][C:19]=4[F:34])=[C:11]3[C:10](I)=[N:9]2)=[CH:5][CH:4]=1.[CH3:38][NH:39][C:40]([C:42]1[CH:47]=[CH:46][C:45](B(O)O)=[CH:44][CH:43]=1)=[O:41].C([O-])([O-])=O.[Na+].[Na+]. (2) The reactants are: Br[C:2]1[CH:7]=[C:6]([F:8])[CH:5]=[C:4]([N+:9]([O-:11])=[O:10])[C:3]=1[O:12][CH3:13].[C:14]([C:17]1[CH:18]=[C:19](B(O)O)[CH:20]=[CH:21][CH:22]=1)([OH:16])=[O:15]. Given the product [F:8][C:6]1[CH:5]=[C:4]([N+:9]([O-:11])=[O:10])[C:3]([O:12][CH3:13])=[C:2]([C:21]2[CH:20]=[CH:19][CH:18]=[C:17]([C:14]([OH:16])=[O:15])[CH:22]=2)[CH:7]=1, predict the reactants needed to synthesize it. (3) Given the product [CH2:8]([O:15][C:16]1[CH:17]=[C:18]([C:19](=[O:20])[C:2]([CH3:7])([CH3:1])[C:3]([O:5][CH3:6])=[O:4])[CH:22]=[CH:23][C:24]=1[O:25][CH3:26])[C:9]1[CH:14]=[CH:13][CH:12]=[CH:11][CH:10]=1, predict the reactants needed to synthesize it. The reactants are: [CH3:1][CH:2]([CH3:7])[C:3]([O:5][CH3:6])=[O:4].[CH2:8]([O:15][C:16]1[CH:17]=[C:18]([CH:22]=[CH:23][C:24]=1[O:25][CH3:26])[C:19](Cl)=[O:20])[C:9]1[CH:14]=[CH:13][CH:12]=[CH:11][CH:10]=1. (4) Given the product [C:1]([O:5][C:6](=[O:9])[CH2:7]/[N:8]=[CH:11]/[CH2:10][C:12]([CH2:16][CH3:17])([CH3:18])[CH2:13][CH3:14])([CH3:4])([CH3:3])[CH3:2], predict the reactants needed to synthesize it. The reactants are: [C:1]([O:5][C:6](=[O:9])[CH2:7][NH2:8])([CH3:4])([CH3:3])[CH3:2].[CH2:10]([C:12]([CH3:18])([CH2:16][CH3:17])[CH2:13][CH:14]=O)[CH3:11]. (5) Given the product [Cl:17][C:12]1[CH:13]=[CH:14][CH:15]=[CH:16][C:11]=1[N:6]1[CH:5]=[N:4][C:3]2[C:7]1=[N:8][CH:9]=[N:10][C:2]=2[NH:24][C:23]1[CH:25]=[CH:26][C:20]([C:19]([F:18])([F:27])[F:28])=[CH:21][CH:22]=1, predict the reactants needed to synthesize it. The reactants are: Cl[C:2]1[N:10]=[CH:9][N:8]=[C:7]2[C:3]=1[N:4]=[CH:5][N:6]2[C:11]1[CH:16]=[CH:15][CH:14]=[CH:13][C:12]=1[Cl:17].[F:18][C:19]([F:28])([F:27])[C:20]1[CH:26]=[CH:25][C:23]([NH2:24])=[CH:22][CH:21]=1.